Dataset: Peptide-MHC class I binding affinity with 185,985 pairs from IEDB/IMGT. Task: Regression. Given a peptide amino acid sequence and an MHC pseudo amino acid sequence, predict their binding affinity value. This is MHC class I binding data. (1) The peptide sequence is EGFDPRALI. The MHC is HLA-A30:01 with pseudo-sequence HLA-A30:01. The binding affinity (normalized) is 0.213. (2) The peptide sequence is FTNKLINGY. The MHC is HLA-A25:01 with pseudo-sequence HLA-A25:01. The binding affinity (normalized) is 0.744.